This data is from Peptide-MHC class II binding affinity with 134,281 pairs from IEDB. The task is: Regression. Given a peptide amino acid sequence and an MHC pseudo amino acid sequence, predict their binding affinity value. This is MHC class II binding data. (1) The peptide sequence is KMIGGIGGFIKVRQYDQILI. The binding affinity (normalized) is 0.401. The MHC is DRB1_1101 with pseudo-sequence DRB1_1101. (2) The peptide sequence is CFKYILIQAGFDQRL. The MHC is DRB1_0802 with pseudo-sequence DRB1_0802. The binding affinity (normalized) is 0.477. (3) The binding affinity (normalized) is 0.243. The peptide sequence is APTGATTAAAGGYKV. The MHC is HLA-DQA10401-DQB10402 with pseudo-sequence HLA-DQA10401-DQB10402. (4) The MHC is DRB1_0701 with pseudo-sequence DRB1_0701. The binding affinity (normalized) is 0.345. The peptide sequence is SGITLKQATTAPCAV. (5) The peptide sequence is RLSFQLVRPPNMTP. The MHC is H-2-IEd with pseudo-sequence H-2-IEd. The binding affinity (normalized) is 0.266. (6) The peptide sequence is IEKIRPLLIEGTASL. The MHC is DRB1_0405 with pseudo-sequence DRB1_0405. The binding affinity (normalized) is 0.362. (7) The peptide sequence is YEYKVQQAMSNLVLG. The MHC is DRB1_0401 with pseudo-sequence DRB1_0401. The binding affinity (normalized) is 0.691.